This data is from NCI-60 drug combinations with 297,098 pairs across 59 cell lines. The task is: Regression. Given two drug SMILES strings and cell line genomic features, predict the synergy score measuring deviation from expected non-interaction effect. (1) Drug 1: CC1C(C(CC(O1)OC2CC(OC(C2O)C)OC3=CC4=CC5=C(C(=O)C(C(C5)C(C(=O)C(C(C)O)O)OC)OC6CC(C(C(O6)C)O)OC7CC(C(C(O7)C)O)OC8CC(C(C(O8)C)O)(C)O)C(=C4C(=C3C)O)O)O)O. Drug 2: CCCCC(=O)OCC(=O)C1(CC(C2=C(C1)C(=C3C(=C2O)C(=O)C4=C(C3=O)C=CC=C4OC)O)OC5CC(C(C(O5)C)O)NC(=O)C(F)(F)F)O. Cell line: UACC-257. Synergy scores: CSS=87.9, Synergy_ZIP=10.2, Synergy_Bliss=12.3, Synergy_Loewe=10.6, Synergy_HSA=11.8. (2) Drug 1: CCC1(CC2CC(C3=C(CCN(C2)C1)C4=CC=CC=C4N3)(C5=C(C=C6C(=C5)C78CCN9C7C(C=CC9)(C(C(C8N6C)(C(=O)OC)O)OC(=O)C)CC)OC)C(=O)OC)O.OS(=O)(=O)O. Drug 2: CCN(CC)CCCC(C)NC1=C2C=C(C=CC2=NC3=C1C=CC(=C3)Cl)OC. Cell line: OVCAR-5. Synergy scores: CSS=8.02, Synergy_ZIP=-4.27, Synergy_Bliss=1.42, Synergy_Loewe=-0.0534, Synergy_HSA=0.302.